This data is from Forward reaction prediction with 1.9M reactions from USPTO patents (1976-2016). The task is: Predict the product of the given reaction. (1) Given the reactants [H-].[Na+].[C:3](OCC)(=[O:5])[CH3:4].[CH3:9][C:10]([C:12]1[CH:17]=[CH:16][C:15]([Cl:18])=[CH:14][CH:13]=1)=[O:11].Cl, predict the reaction product. The product is: [Cl:18][C:15]1[CH:16]=[CH:17][C:12]([C:10](=[O:11])[CH2:9][C:3](=[O:5])[CH3:4])=[CH:13][CH:14]=1. (2) Given the reactants Br[C:2]1[CH:7]=[C:6]([O:8][CH3:9])[C:5]([Cl:10])=[CH:4][C:3]=1[NH:11][C:12](=O)[C:13](F)(F)F.[C:18]1(C#C)[CH:23]=[CH:22]C=[CH:20][CH:19]=1.[CH2:26](N(CC)CC)C.C(=O)([O-])[O-].[K+].[K+], predict the reaction product. The product is: [Cl:10][C:5]1[CH:4]=[C:3]2[C:2]([CH:26]=[C:12]([C:13]3[CH:22]=[CH:23][CH:18]=[CH:19][CH:20]=3)[NH:11]2)=[CH:7][C:6]=1[O:8][CH3:9]. (3) Given the reactants ClC1C(C(=O)N(CCCC)CCCC)=NN(C2C=CC(C(OCC)=O)=CC=2C(N2CCC3C(=CC=CC=3)C2)=O)C=1C.[CH2:42]([N:46]([CH2:56][C:57]1[CH:62]=[CH:61][C:60]([Cl:63])=[C:59]([Cl:64])[CH:58]=1)[C:47]([C:49]1[C:53]([Cl:54])=[C:52]([CH3:55])[NH:51][N:50]=1)=[O:48])[CH2:43][CH2:44][CH3:45].F[C:66]1[CH:81]=[CH:80][C:69]([C:70]([O:72][CH2:73][C:74]2[CH:79]=[CH:78][CH:77]=[CH:76][CH:75]=2)=[O:71])=[CH:68][C:67]=1[C:82]([N:84]1[CH2:93][CH2:92][C:91]2[C:86](=[CH:87][CH:88]=[CH:89][CH:90]=2)[CH2:85]1)=[O:83], predict the reaction product. The product is: [CH2:42]([N:46]([CH2:56][C:57]1[CH:62]=[CH:61][C:60]([Cl:63])=[C:59]([Cl:64])[CH:58]=1)[C:47]([C:49]1[C:53]([Cl:54])=[C:52]([CH3:55])[N:51]([C:66]2[CH:81]=[CH:80][C:69]([C:70]([O:72][CH2:73][C:74]3[CH:75]=[CH:76][CH:77]=[CH:78][CH:79]=3)=[O:71])=[CH:68][C:67]=2[C:82]([N:84]2[CH2:93][CH2:92][C:91]3[C:86](=[CH:87][CH:88]=[CH:89][CH:90]=3)[CH2:85]2)=[O:83])[N:50]=1)=[O:48])[CH2:43][CH2:44][CH3:45]. (4) Given the reactants [Cl:1][C:2]1[CH:16]=[CH:15][C:14]2[N:13]3[C:9](=[N:10][N:11]=[C:12]3[CH:17]3[CH2:22][CH2:21][N:20]([C:23]4[CH:28]=[CH:27][CH:26]=[CH:25][N:24]=4)[CH2:19][CH2:18]3)C[CH2:7][N:6]([CH3:29])[CH2:5][C:4]=2[CH:3]=1, predict the reaction product. The product is: [NH3:6].[Cl:1][C:2]1[CH:16]=[CH:15][C:14]2[N:13]3[C:9]([CH2:29][N:6]([CH3:7])[CH2:5][C:4]=2[CH:3]=1)=[N:10][N:11]=[C:12]3[CH:17]1[CH2:18][CH2:19][N:20]([C:23]2[CH:28]=[CH:27][CH:26]=[CH:25][N:24]=2)[CH2:21][CH2:22]1. (5) Given the reactants C([O:3][C:4]([C:6]1[C:7]([S:18][CH2:19][CH3:20])=[N:8][C:9]2[C:14]([C:15]=1[OH:16])=[CH:13][CH:12]=[CH:11][C:10]=2[Cl:17])=[O:5])C.[OH-].[Na+].Cl, predict the reaction product. The product is: [Cl:17][C:10]1[CH:11]=[CH:12][CH:13]=[C:14]2[C:9]=1[N:8]=[C:7]([S:18][CH2:19][CH3:20])[C:6]([C:4]([OH:5])=[O:3])=[C:15]2[OH:16]. (6) The product is: [Br:29][C:30]1[S:34][C:33]([C:35]2[CH:40]=[CH:39][N:38]=[C:37]([NH:1][CH2:2][CH2:3][N:4]3[C:8]([CH3:9])([CH3:10])[C:7](=[O:11])[NH:6][C:5]3=[O:12])[N:36]=2)=[CH:32][CH:31]=1. Given the reactants [NH2:1][CH2:2][CH2:3][N:4]1[C:8]([CH3:10])([CH3:9])[C:7](=[O:11])[NH:6][C:5]1=[O:12].C(N(CC)C(C)C)(C)C.CN1CCCC1=O.[Br:29][C:30]1[S:34][C:33]([C:35]2[CH:40]=[CH:39][N:38]=[C:37](Cl)[N:36]=2)=[CH:32][CH:31]=1, predict the reaction product.